From a dataset of Forward reaction prediction with 1.9M reactions from USPTO patents (1976-2016). Predict the product of the given reaction. Given the reactants [CH3:1][O:2][C:3]1[CH:4]=[C:5]([NH2:15])[CH:6]=[CH:7][C:8]=1[N:9]1[CH:13]=[C:12]([CH3:14])[N:11]=[CH:10]1.Cl[C:17]1[N:22]=[C:21]([C:23]([OH:26])([CH3:25])[CH3:24])[CH:20]=[C:19]([O:27][CH2:28][CH3:29])[N:18]=1.Cl, predict the reaction product. The product is: [CH2:28]([O:27][C:19]1[N:18]=[C:17]([NH:15][C:5]2[CH:6]=[CH:7][C:8]([N:9]3[CH:13]=[C:12]([CH3:14])[N:11]=[CH:10]3)=[C:3]([O:2][CH3:1])[CH:4]=2)[N:22]=[C:21]([C:23]([OH:26])([CH3:25])[CH3:24])[CH:20]=1)[CH3:29].